This data is from Reaction yield outcomes from USPTO patents with 853,638 reactions. The task is: Predict the reaction yield, written as a fraction of the theoretical maximum amount of product (1.0 means a 100% yield; for example, 0.34 means a 34% yield). The reactants are [NH:1]([C:13]([O:15][CH2:16][C:17]1[CH:22]=[CH:21][CH:20]=[CH:19][CH:18]=1)=[O:14])[NH:2][C:3]([O:5][CH2:6][C:7]1[CH:12]=[CH:11][CH:10]=[CH:9][CH:8]=1)=[O:4].C(=O)([O-])[O-].[Cs+].[Cs+].Br[CH:30]([CH2:38][CH2:39]Br)[C:31]([O:33][C:34]([CH3:37])([CH3:36])[CH3:35])=[O:32]. The catalyst is C(#N)C. The product is [N:1]1([C:13]([O:15][CH2:16][C:17]2[CH:22]=[CH:21][CH:20]=[CH:19][CH:18]=2)=[O:14])[CH2:39][CH2:38][CH:30]([C:31]([O:33][C:34]([CH3:37])([CH3:36])[CH3:35])=[O:32])[N:2]1[C:3]([O:5][CH2:6][C:7]1[CH:12]=[CH:11][CH:10]=[CH:9][CH:8]=1)=[O:4]. The yield is 0.611.